Dataset: Reaction yield outcomes from USPTO patents with 853,638 reactions. Task: Predict the reaction yield, written as a fraction of the theoretical maximum amount of product (1.0 means a 100% yield; for example, 0.34 means a 34% yield). (1) The reactants are C(N(C(C)C)CC)(C)C.[NH2:10][C:11]1[C:19]([CH3:20])=[CH:18][CH:17]=[CH:16][C:12]=1[C:13]([OH:15])=[O:14].[C:21]1([C:31](Cl)=O)[C:30]2[C:25](=[CH:26][CH:27]=[CH:28][CH:29]=2)[CH:24]=[CH:23][CH:22]=1.CN(C(ON1N=NC2C=CC=NC1=2)=[N+](C)C)C.F[P-](F)(F)(F)(F)F. No catalyst specified. The product is [CH3:20][C:19]1[C:11]2[N:10]=[C:31]([C:21]3[C:30]4[C:25](=[CH:26][CH:27]=[CH:28][CH:29]=4)[CH:24]=[CH:23][CH:22]=3)[O:14][C:13](=[O:15])[C:12]=2[CH:16]=[CH:17][CH:18]=1. The yield is 0.970. (2) The reactants are [F:1][C:2]1[CH:12]=[CH:11][C:5]([CH2:6][P:7](Cl)(Cl)=[O:8])=[CH:4][CH:3]=1.[CH:13]([Mg]Br)=[CH2:14].[Cl-].[NH4+].[CH2:19]1COC[CH2:20]1. No catalyst specified. The product is [F:1][C:2]1[CH:12]=[CH:11][C:5]([CH2:6][P:7](=[O:8])([CH:13]=[CH2:14])[CH:19]=[CH2:20])=[CH:4][CH:3]=1. The yield is 0.840. (3) The reactants are [CH2:1]([O:3][C:4](=[O:22])[C:5]1[CH:10]=[C:9]([O:11][CH2:12]COC)[C:8](OCCOC)=[CH:7][C:6]=1[NH2:21])C.N1C=CC=CC=1.[Cl:29][CH2:30][C:31]1[CH:32]=[C:33]([CH:37]=[CH:38][CH:39]=1)[C:34](O)=[O:35]. The catalyst is C(Cl)Cl. The product is [CH3:1][O:3][C:4](=[O:22])[C:5]1[CH:10]=[C:9]([O:11][CH3:12])[CH:8]=[CH:7][C:6]=1[NH:21][C:34](=[O:35])[C:33]1[CH:37]=[CH:38][CH:39]=[C:31]([CH2:30][Cl:29])[CH:32]=1. The yield is 0.750. (4) The reactants are [F:1][C:2]1[CH:10]=[C:9]2[C:5]([CH:6]=[CH:7][NH:8]2)=[CH:4][CH:3]=1.[OH2:11].[N:12]([O-])=O.[Na+].Cl. The catalyst is O1CCCC1. The product is [F:1][C:2]1[CH:10]=[C:9]2[C:5]([C:6]([CH:7]=[O:11])=[N:12][NH:8]2)=[CH:4][CH:3]=1. The yield is 0.401. (5) The reactants are C(NS(C1C=CC([N:14]2[C:22]3[C:21]4[CH:23]=[C:24]([NH:27][C:28](=[O:36])[C:29]5[CH:34]=[CH:33][CH:32]=[CH:31][C:30]=5[Cl:35])[CH:25]=[CH:26][C:20]=4[CH2:19][CH2:18][C:17]=3[C:16]([C:37]([NH2:39])=[O:38])=[N:15]2)=CC=1)(=O)=O)(=O)C.C(Br)C=C. The catalyst is CN(C=O)C. The product is [Cl:35][C:30]1[CH:31]=[CH:32][CH:33]=[CH:34][C:29]=1[C:28]([NH:27][C:24]1[CH:25]=[CH:26][C:20]2[CH2:19][CH2:18][C:17]3[C:16]([C:37]([NH2:39])=[O:38])=[N:15][NH:14][C:22]=3[C:21]=2[CH:23]=1)=[O:36]. The yield is 0.650.